Predict the reaction yield, written as a fraction of the theoretical maximum amount of product (1.0 means a 100% yield; for example, 0.34 means a 34% yield). From a dataset of Reaction yield outcomes from USPTO patents with 853,638 reactions. (1) The reactants are [Cl:1][C:2]1[CH:3]=[CH:4][C:5]2[N+:10]([O-:11])=[N:9][C:8](=[O:12])[N:7]([CH2:13][CH:14]=C)[C:6]=2[CH:16]=1.I([O-])(=O)(=O)=[O:18].[Na+]. The catalyst is O1CCOCC1.O.[Os](=O)(=O)(=O)=O. The product is [Cl:1][C:2]1[CH:3]=[CH:4][C:5]2[N+:10]([O-:11])=[N:9][C:8](=[O:12])[N:7]([CH2:13][CH:14]=[O:18])[C:6]=2[CH:16]=1. The yield is 0.850. (2) The reactants are [CH3:1][C:2]([CH3:6])([CH3:5])[C:3]#[CH:4].[Br:7][C:8]1[CH:13]=[CH:12][CH:11]=[C:10](Br)[C:9]=1[OH:15]. The catalyst is N1C=CC=CC=1.CCOC(C)=O. The product is [Br:7][C:8]1[C:9]2[O:15][C:3]([C:2]([CH3:6])([CH3:5])[CH3:1])=[CH:4][C:10]=2[CH:11]=[CH:12][CH:13]=1. The yield is 0.260. (3) The reactants are C(O)(C(F)(F)F)=O.[NH2:8][C:9]1[C:10]([C:26]2[O:30][C:29]([C:31]3[CH:32]=[C:33]([CH2:37][NH:38]C(=O)OC(C)(C)C)[CH:34]=[CH:35][CH:36]=3)=[N:28][N:27]=2)=[N:11][C:12]([C:15]2[CH:20]=[CH:19][C:18]([C:21](=[O:25])[N:22]([CH3:24])[CH3:23])=[CH:17][CH:16]=2)=[CH:13][N:14]=1.C(=O)(O)[O-]. The catalyst is ClCCl.CO. The product is [NH2:8][C:9]1[N:14]=[CH:13][C:12]([C:15]2[CH:16]=[CH:17][C:18]([C:21]([N:22]([CH3:24])[CH3:23])=[O:25])=[CH:19][CH:20]=2)=[N:11][C:10]=1[C:26]1[O:30][C:29]([C:31]2[CH:36]=[CH:35][CH:34]=[C:33]([CH2:37][NH2:38])[CH:32]=2)=[N:28][N:27]=1. The yield is 0.900. (4) The reactants are [I:1]/[CH:2]=[CH:3]\[C:4]([OH:6])=O.CCN(C(C)C)C(C)C.CN(C(ON1N=NC2C=CC=NC1=2)=[N+](C)C)C.F[P-](F)(F)(F)(F)F.Cl.[F:41][C:42]1([F:46])[CH2:45][NH:44][CH2:43]1. The catalyst is C(Cl)Cl.CCCCCC.C(OCC)(=O)C. The product is [F:41][C:42]1([F:46])[CH2:45][N:44]([C:4](=[O:6])/[CH:3]=[CH:2]\[I:1])[CH2:43]1. The yield is 0.523. (5) The reactants are B(Br)(Br)Br.C[O:6][C:7]1[CH:8]=[C:9]([C:15]([C@@H:17]2[C@:26]3([CH3:27])[C@H:21]([C:22]([CH3:29])([CH3:28])[CH2:23][CH2:24][CH2:25]3)[CH2:20][C@H:19]([CH2:30][N:31]3[CH:35]=[N:34][CH:33]=[N:32]3)[C@H:18]2[CH3:36])=[O:16])[CH:10]=[C:11]([O:13]C)[CH:12]=1. The catalyst is C(Cl)Cl. The product is [CH3:36][C@@H:18]1[C@@H:19]([CH2:30][N:31]2[CH:35]=[N:34][CH:33]=[N:32]2)[CH2:20][C@@H:21]2[C@:26]([CH3:27])([CH2:25][CH2:24][CH2:23][C:22]2([CH3:28])[CH3:29])[C@H:17]1[C:15]([C:9]1[CH:8]=[C:7]([OH:6])[CH:12]=[C:11]([OH:13])[CH:10]=1)=[O:16]. The yield is 0.660. (6) The product is [CH2:21]([N:12]1[C:13]2[N:14]=[CH:15][NH:16][C:17]=2[C:18](=[O:19])[NH:20][C:10]1=[S:11])[CH2:22][CH2:23][CH2:24][CH3:25]. The catalyst is O. The yield is 0.940. The reactants are C(N[C:10]([N:12]([CH2:21][CH2:22][CH2:23][CH2:24][CH3:25])[C:13]1[N:14]=[CH:15][NH:16][C:17]=1[C:18]([NH2:20])=[O:19])=[S:11])(=O)C1C=CC=CC=1.[OH-].[Na+].Cl.